Dataset: Reaction yield outcomes from USPTO patents with 853,638 reactions. Task: Predict the reaction yield, written as a fraction of the theoretical maximum amount of product (1.0 means a 100% yield; for example, 0.34 means a 34% yield). The reactants are P(=O)(O)(O)O.COC([C:10]1[C:19]2[C:13]([CH:14]=[CH:15][C:16]([CH:20]([CH3:22])[CH3:21])=[CH:17][CH:18]=2)=[CH:12][C:11]=1[CH3:23])=O.[OH-].[Na+]. No catalyst specified. The product is [CH3:23][C:11]1[CH:12]=[C:13]2[C:19](=[CH:18][CH:17]=[C:16]([CH:20]([CH3:22])[CH3:21])[CH:15]=[CH:14]2)[CH:10]=1. The yield is 0.750.